From a dataset of Catalyst prediction with 721,799 reactions and 888 catalyst types from USPTO. Predict which catalyst facilitates the given reaction. (1) Reactant: Br[CH2:2][CH2:3][O:4][C:5]1[CH:10]=[CH:9][CH:8]=[CH:7][C:6]=1[C:11]1[N:12]=[C:13]([C:16]([F:19])([F:18])[F:17])[S:14][CH:15]=1.[NH2:20][CH2:21][CH2:22][OH:23]. Product: [F:17][C:16]([F:19])([F:18])[C:13]1[S:14][CH:15]=[C:11]([C:6]2[CH:7]=[CH:8][CH:9]=[CH:10][C:5]=2[O:4][CH2:3][CH2:2][NH:20][CH2:21][CH2:22][OH:23])[N:12]=1. The catalyst class is: 4. (2) Reactant: O.NN.[CH2:4]([C:8]1[O:12][N:11]=[C:10]([CH2:13][N:14]2C(=O)C3C(=CC=CC=3)C2=O)[CH:9]=1)[CH2:5][CH2:6][CH3:7].C(O)C. Product: [CH2:4]([C:8]1[O:12][N:11]=[C:10]([CH2:13][NH2:14])[CH:9]=1)[CH2:5][CH2:6][CH3:7]. The catalyst class is: 1. (3) Reactant: C([O:3][C:4]([C@@H:6]1[CH2:11][CH2:10][CH2:9][CH2:8][C@H:7]1[N:12]1[CH2:16][CH:15]([CH3:17])[CH2:14][C:13]1=[O:18])=[O:5])C.[OH-].[Li+].Cl. Product: [CH3:17][CH:15]1[CH2:16][N:12]([C@@H:7]2[CH2:8][CH2:9][CH2:10][CH2:11][C@H:6]2[C:4]([OH:5])=[O:3])[C:13](=[O:18])[CH2:14]1. The catalyst class is: 1. (4) Reactant: [C:1]([O:5][C:6](=[O:23])[CH2:7][C:8]1[C:9]([CH3:22])=[N:10][N:11]([CH2:14][C:15]2[CH:20]=[CH:19][C:18](I)=[CH:17][CH:16]=2)[C:12]=1[CH3:13])([CH3:4])([CH3:3])[CH3:2].[CH:24](N(C(C)C)CC)(C)[CH3:25].[F-].C([N+](CCCC)(CCCC)CCCC)CCC. Product: [C:1]([O:5][C:6](=[O:23])[CH2:7][C:8]1[C:9]([CH3:22])=[N:10][N:11]([CH2:14][C:15]2[CH:20]=[CH:19][C:18]([C:24]#[CH:25])=[CH:17][CH:16]=2)[C:12]=1[CH3:13])([CH3:4])([CH3:3])[CH3:2]. The catalyst class is: 7.